From a dataset of Reaction yield outcomes from USPTO patents with 853,638 reactions. Predict the reaction yield, written as a fraction of the theoretical maximum amount of product (1.0 means a 100% yield; for example, 0.34 means a 34% yield). (1) The reactants are [CH3:1][C:2]1[C:6]([C:7]2[C:16]3[O:15][CH2:14][C@H:13]([C:17]4[CH:22]=[CH:21][CH:20]=[CH:19][N:18]=4)[N:12]4[C:23](=O)[NH:24][C:10]([C:11]=34)=[CH:9][CH:8]=2)=[C:5]([CH3:26])[O:4][N:3]=1.CN1CCOCC1.[Cl:34]C(Cl)(OC(=O)OC(Cl)(Cl)Cl)Cl.C(=O)(O)[O-].[Na+]. The catalyst is O1CCOCC1. The product is [Cl:34][C:23]1[N:12]2[C@@H:13]([C:17]3[CH:22]=[CH:21][CH:20]=[CH:19][N:18]=3)[CH2:14][O:15][C:16]3=[C:11]2[C:10](=[CH:9][CH:8]=[C:7]3[C:6]2[C:2]([CH3:1])=[N:3][O:4][C:5]=2[CH3:26])[N:24]=1. The yield is 0.200. (2) The reactants are [CH:1]([C:4]1[CH:9]=[C:8]([N+:10]([O-:12])=[O:11])[CH:7]=[CH:6][C:5]=1[NH:13]C(=O)C)([CH3:3])[CH3:2].Cl. The product is [CH:1]([C:4]1[CH:9]=[C:8]([N+:10]([O-:12])=[O:11])[CH:7]=[CH:6][C:5]=1[NH2:13])([CH3:3])[CH3:2]. The yield is 0.850. The catalyst is C(O)C. (3) The reactants are [CH2:1]([O:3][C:4]([CH:6]1[CH2:10][CH2:9][NH:8][CH2:7]1)=[O:5])[CH3:2].[C:11](O[C:11]([O:13][C:14]([CH3:17])([CH3:16])[CH3:15])=[O:12])([O:13][C:14]([CH3:17])([CH3:16])[CH3:15])=[O:12]. The catalyst is C(Cl)Cl. The product is [CH2:1]([O:3][C:4]([CH:6]1[CH2:10][CH2:9][N:8]([C:11]([O:13][C:14]([CH3:17])([CH3:16])[CH3:15])=[O:12])[CH2:7]1)=[O:5])[CH3:2]. The yield is 1.00. (4) The reactants are [CH:1]([NH:3][C:4]1[CH:9]=[C:8]([CH3:10])[CH:7]=[CH:6][C:5]=1[CH2:11][CH2:12][CH:13]([CH3:15])[CH3:14])=[CH2:2].Br[C:17]1[S:18][CH:19]=[C:20]([C:22]([O:24][CH2:25][CH3:26])=[O:23])[N:21]=1.P([O-])([O-])([O-])=O.[K+].[K+].[K+]. The catalyst is C1(C)C=CC=CC=1.[Cu](I)I. The product is [CH:1]([N:3]([C:4]1[CH:9]=[C:8]([CH3:10])[CH:7]=[CH:6][C:5]=1[CH2:11][CH2:12][CH:13]([CH3:15])[CH3:14])[C:17]1[S:18][CH:19]=[C:20]([C:22]([O:24][CH2:25][CH3:26])=[O:23])[N:21]=1)=[CH2:2]. The yield is 0.120. (5) The reactants are [C:1]([O:5][C:6]([N:8]1[CH2:13][C@H:12]([CH2:14][OH:15])[NH:11][CH2:10][C@H:9]1[CH3:16])=[O:7])([CH3:4])([CH3:3])[CH3:2].[CH3:17][O:18][C:19]1[CH:26]=[C:25]([O:27][CH3:28])[CH:24]=[CH:23][C:20]=1[CH:21]=O.C(O[BH-](OC(=O)C)OC(=O)C)(=O)C.[Na+].C([O-])(O)=O.[Na+]. The catalyst is ClCCCl. The product is [C:1]([O:5][C:6]([N:8]1[CH2:13][C@H:12]([CH2:14][OH:15])[N:11]([CH2:21][C:20]2[CH:23]=[CH:24][C:25]([O:27][CH3:28])=[CH:26][C:19]=2[O:18][CH3:17])[CH2:10][C@H:9]1[CH3:16])=[O:7])([CH3:4])([CH3:3])[CH3:2]. The yield is 0.990.